Dataset: Catalyst prediction with 721,799 reactions and 888 catalyst types from USPTO. Task: Predict which catalyst facilitates the given reaction. (1) Reactant: [C:1]1([CH:7]([NH2:9])[CH3:8])[CH:6]=[CH:5][CH:4]=[CH:3][CH:2]=1.[Br:10][C:11]1[CH:16]=[CH:15][N:14]=[C:13](Cl)[CH:12]=1.C(N(C(C)C)C(C)C)C. Product: [Br:10][C:11]1[CH:16]=[CH:15][N:14]=[C:13]([NH:9][CH:7]([C:1]2[CH:6]=[CH:5][CH:4]=[CH:3][CH:2]=2)[CH3:8])[CH:12]=1. The catalyst class is: 14. (2) Reactant: [Cl:1][C:2]1[N:7]=[CH:6][N:5]=[C:4]([NH2:8])[CH:3]=1.[H-].[Na+].Cl[C:12]1[S:13][C:14]([C:17]#[N:18])=[CH:15][N:16]=1. Product: [Cl:1][C:2]1[N:7]=[CH:6][N:5]=[C:4]([NH:8][C:12]2[S:13][C:14]([C:17]#[N:18])=[CH:15][N:16]=2)[CH:3]=1. The catalyst class is: 1.